This data is from Full USPTO retrosynthesis dataset with 1.9M reactions from patents (1976-2016). The task is: Predict the reactants needed to synthesize the given product. (1) Given the product [C:25]1([S:31]([N:22]2[CH2:23][CH2:24][CH:19]([C:10]3[C:9]4[C:13](=[C:14]([C:16]([NH2:18])=[O:17])[CH:15]=[C:7]([C:1]5[CH:2]=[CH:3][CH:4]=[CH:5][CH:6]=5)[CH:8]=4)[NH:12][CH:11]=3)[CH2:20][CH2:21]2)(=[O:33])=[O:32])[CH:30]=[CH:29][CH:28]=[CH:27][CH:26]=1, predict the reactants needed to synthesize it. The reactants are: [C:1]1([C:7]2[CH:8]=[C:9]3[C:13](=[C:14]([C:16]([NH2:18])=[O:17])[CH:15]=2)[NH:12][CH:11]=[C:10]3[CH:19]2[CH2:24][CH2:23][NH:22][CH2:21][CH2:20]2)[CH:6]=[CH:5][CH:4]=[CH:3][CH:2]=1.[C:25]1([S:31](Cl)(=[O:33])=[O:32])[CH:30]=[CH:29][CH:28]=[CH:27][CH:26]=1.C(N(CC)CC)C. (2) Given the product [Cl:38][C:22]1[C:23]([NH:25][C:26]2[CH:31]=[CH:30][CH:29]=[CH:28][C:27]=2[S:32]([N:35]([CH3:37])[CH3:36])(=[O:34])=[O:33])=[N:24][C:19]([NH:1][C:2]2[CH:3]=[CH:4][C:5]3[C:11]([CH3:12])([CH3:13])[CH2:10][CH2:9][C:8](=[O:14])[N:7]([CH2:15][CH3:16])[C:6]=3[CH:17]=2)=[N:20][CH:21]=1, predict the reactants needed to synthesize it. The reactants are: [NH2:1][C:2]1[CH:3]=[CH:4][C:5]2[C:11]([CH3:13])([CH3:12])[CH2:10][CH2:9][C:8](=[O:14])[N:7]([CH2:15][CH3:16])[C:6]=2[CH:17]=1.Cl[C:19]1[N:24]=[C:23]([NH:25][C:26]2[CH:31]=[CH:30][CH:29]=[CH:28][C:27]=2[S:32]([N:35]([CH3:37])[CH3:36])(=[O:34])=[O:33])[C:22]([Cl:38])=[CH:21][N:20]=1. (3) Given the product [CH2:1]([N:3]1[C:12]2[C:7](=[CH:8][C:9]([OH:15])=[C:10]([CH3:14])[C:11]=2[CH3:13])[CH2:6][C:5]2([CH2:17][CH2:18][CH2:19]2)[CH2:4]1)[CH3:2], predict the reactants needed to synthesize it. The reactants are: [CH2:1]([N:3]1[C:12]2[C:7](=[CH:8][C:9]([O:15]C)=[C:10]([CH3:14])[C:11]=2[CH3:13])[CH2:6][C:5]2([CH2:19][CH2:18][CH2:17]2)[CH2:4]1)[CH3:2].B(Br)(Br)Br.CCOC(C)=O.CCCCCC. (4) Given the product [N:29]1[CH:28]=[N:27][N:26]2[C@H:22]([CH2:21][OH:20])[CH2:23][CH2:24][C:25]=12, predict the reactants needed to synthesize it. The reactants are: C([O:20][CH2:21][C@H:22]1[N:26]2[N:27]=[CH:28][N:29]=[C:25]2[CH2:24][CH2:23]1)(C1C=CC=CC=1)(C1C=CC=CC=1)C1C=CC=CC=1. (5) Given the product [CH:9]1([NH:8][CH2:7][CH2:6][CH2:5][C:4]([OH:15])=[O:3])[CH2:14][CH2:13][CH2:12][CH2:11][CH2:10]1, predict the reactants needed to synthesize it. The reactants are: C([O:3][C:4](=[O:15])[CH2:5][CH2:6][CH2:7][NH:8][CH:9]1[CH2:14][CH2:13][CH2:12][CH2:11][CH2:10]1)C.[OH-].[Na+]. (6) Given the product [C:1]([CH:5]1[N:14]2[C:9](=[CH:10][C:11](=[O:20])[C:12]([C:15]([O:17][CH2:18][CH3:19])=[O:16])=[CH:13]2)[C:8]2[CH:21]=[C:22]([O:26][CH3:27])[C:23]([O:25][CH2:29][CH2:30][CH2:31][N:32]3[CH2:37][CH2:36][O:35][CH2:34][CH2:33]3)=[CH:24][C:7]=2[CH2:6]1)([CH3:2])([CH3:3])[CH3:4], predict the reactants needed to synthesize it. The reactants are: [C:1]([CH:5]1[N:14]2[C:9](=[CH:10][C:11](=[O:20])[C:12]([C:15]([O:17][CH2:18][CH3:19])=[O:16])=[CH:13]2)[C:8]2[CH:21]=[C:22]([O:26][CH3:27])[C:23]([OH:25])=[CH:24][C:7]=2[CH2:6]1)([CH3:4])([CH3:3])[CH3:2].Cl[CH2:29][CH2:30][CH2:31][N:32]1[CH2:37][CH2:36][O:35][CH2:34][CH2:33]1.C([O-])([O-])=O.[K+].[K+]. (7) The reactants are: Cl.CN(C)CCCN=C=NCC.[CH3:13][O:14][C:15](=[O:23])[CH2:16][CH2:17][CH2:18][CH2:19][C:20]([OH:22])=O.Cl.[NH2:25][CH2:26][C:27]([C:29]1[CH:34]=[C:33]([Cl:35])[CH:32]=[CH:31][C:30]=1[O:36][CH3:37])=[O:28].C(N(CC)CC)C. Given the product [CH3:13][O:14][C:15](=[O:23])[CH2:16][CH2:17][CH2:18][CH2:19][C:20](=[O:22])[NH:25][CH2:26][C:27]([C:29]1[CH:34]=[C:33]([Cl:35])[CH:32]=[CH:31][C:30]=1[O:36][CH3:37])=[O:28], predict the reactants needed to synthesize it. (8) Given the product [Cl:25][CH2:26][C:27]([NH:18][C:3]1[C:2]([Cl:1])=[CH:11][CH:10]=[C:9]2[C:4]=1[CH:5]=[CH:6][C:7]([N:12]1[CH2:13][CH2:14][O:15][CH2:16][CH2:17]1)=[N:8]2)=[O:28], predict the reactants needed to synthesize it. The reactants are: [Cl:1][C:2]1[C:3]([NH2:18])=[C:4]2[C:9](=[CH:10][CH:11]=1)[N:8]=[C:7]([N:12]1[CH2:17][CH2:16][O:15][CH2:14][CH2:13]1)[CH:6]=[CH:5]2.C([O-])([O-])=O.[K+].[K+].[Cl:25][CH2:26][C:27](Cl)=[O:28]. (9) Given the product [Cl:49][C:50]1[CH:58]=[C:57]([C:59]#[C:60][CH2:61][O:62][CH3:63])[C:53]2[O:54][CH2:55][O:56][C:52]=2[C:51]=1[NH:64][C:21]1[C:20]2[C:25](=[CH:26][C:27]([O:28][CH2:29][CH2:30][N:31]3[CH2:32][CH2:33][O:34][CH2:35][CH2:36]3)=[C:18]([O:17][CH3:16])[CH:19]=2)[N:24]=[CH:23][N:22]=1, predict the reactants needed to synthesize it. The reactants are: C[Si]([N-][Si](C)(C)C)(C)C.[Na+].O1CCCC1.[CH3:16][O:17][C:18]1[CH:19]=[C:20]2[C:25](=[CH:26][C:27]=1[O:28][CH2:29][CH2:30][N:31]1[CH2:36][CH2:35][O:34][CH2:33][CH2:32]1)[N:24]=[CH:23][N:22]=[C:21]2OC1C(F)=C(F)C(F)=C(F)C=1F.[Cl:49][C:50]1[CH:58]=[C:57]([C:59]#[C:60][CH2:61][O:62][CH3:63])[C:53]2[O:54][CH2:55][O:56][C:52]=2[C:51]=1[NH2:64].[Cl-].[NH4+]. (10) Given the product [NH2:1][C:2]1[CH:3]=[CH:4][C:5]([CH2:8][C:9]([O:11][CH3:16])=[O:10])=[CH:6][CH:7]=1, predict the reactants needed to synthesize it. The reactants are: [NH2:1][C:2]1[CH:7]=[CH:6][C:5]([CH2:8][C:9]([OH:11])=[O:10])=[CH:4][CH:3]=1.O=S(Cl)Cl.[CH3:16]O.